Dataset: Forward reaction prediction with 1.9M reactions from USPTO patents (1976-2016). Task: Predict the product of the given reaction. (1) Given the reactants [F:1][C:2]1[CH:7]=[CH:6][CH:5]=[CH:4][C:3]=1[S:8](F)(=[O:10])=[O:9].C[Si]([C:16]([F:19])([F:18])[F:17])(C)C, predict the reaction product. The product is: [F:1][C:2]1[CH:7]=[CH:6][CH:5]=[CH:4][C:3]=1[S:8]([C:16]([F:19])([F:18])[F:17])(=[O:10])=[O:9]. (2) Given the reactants [CH:1]1([CH2:4][O:5][C:6]2[N:11]=[C:10]([C:12]([OH:14])=O)[CH:9]=[CH:8][C:7]=2[C:15]([F:18])([F:17])[F:16])[CH2:3][CH2:2]1.Cl.[NH2:20][C:21]([CH2:28][CH3:29])([CH2:26][CH3:27])[C:22]([O:24][CH3:25])=[O:23], predict the reaction product. The product is: [CH3:25][O:24][C:22](=[O:23])[C:21]([NH:20][C:12]([C:10]1[CH:9]=[CH:8][C:7]([C:15]([F:18])([F:17])[F:16])=[C:6]([O:5][CH2:4][CH:1]2[CH2:2][CH2:3]2)[N:11]=1)=[O:14])([CH2:28][CH3:29])[CH2:26][CH3:27]. (3) Given the reactants [CH:1]([C@@H:3]1[C@@H:11]([C@@:12]2([CH3:23])[CH2:20][C:16]3[CH:17]=[N:18][O:19][C:15]=3[CH2:14][C@@H:13]2[CH:21]=[O:22])[CH2:10][CH2:9][C:8]2[C:7]([CH3:25])([CH3:24])[CH2:6][CH2:5][C:4]1=2)=[O:2].[BH4-].[Na+], predict the reaction product. The product is: [OH:2][CH2:1][C@@H:3]1[C@@H:11]([C@@:12]2([CH3:23])[CH2:20][C:16]3[CH:17]=[N:18][O:19][C:15]=3[CH2:14][C@@H:13]2[CH2:21][OH:22])[CH2:10][CH2:9][C:8]2[C:7]([CH3:25])([CH3:24])[CH2:6][CH2:5][C:4]1=2. (4) Given the reactants Cl[S:2]([OH:5])(=[O:4])=[O:3].[CH3:6][C:7]([NH:9][CH:10]1[C:20]2[CH:21]=[C:22]([OH:25])[CH:23]=[CH:24][C:19]=2[C:18]2[C:13](=[CH:14][C:15]([O:30][CH3:31])=[C:16]([O:28][CH3:29])[C:17]=2[O:26][CH3:27])[CH2:12][CH2:11]1)=[O:8].O.C(=O)([O-])O.[Na+], predict the reaction product. The product is: [S:2]([OH:5])([O:25][C:22]1[CH:23]=[CH:24][C:19]2[C:18]3[C:17]([O:26][CH3:27])=[C:16]([O:28][CH3:29])[C:15]([O:30][CH3:31])=[CH:14][C:13]=3[CH2:12][CH2:11][C@H:10]([NH:9][C:7](=[O:8])[CH3:6])[C:20]=2[CH:21]=1)(=[O:4])=[O:3]. (5) Given the reactants Cl.[CH3:2][O:3][C:4](=[O:8])[CH2:5][CH2:6][NH2:7].C(N(CC)CC)C.[C:16](O[C:16]([O:18][C:19]([CH3:22])([CH3:21])[CH3:20])=[O:17])([O:18][C:19]([CH3:22])([CH3:21])[CH3:20])=[O:17], predict the reaction product. The product is: [CH3:2][O:3][C:4](=[O:8])[CH2:5][CH2:6][NH:7][C:16]([O:18][C:19]([CH3:22])([CH3:21])[CH3:20])=[O:17]. (6) Given the reactants [OH:1][CH:2]1[CH2:7][CH2:6][N:5]([C:8]([N:10]2[CH2:15][CH:14]([C:16]3[CH:21]=[CH:20][C:19]([O:22][C:23]([F:26])([F:25])[F:24])=[CH:18][CH:17]=3)[CH2:13][CH:12]([C:27](O)=[O:28])[CH2:11]2)=[O:9])[CH2:4][CH2:3]1.O[NH:31][C:32](=[NH:34])[CH3:33], predict the reaction product. The product is: [OH:1][CH:2]1[CH2:7][CH2:6][N:5]([C:8]([N:10]2[CH2:15][CH:14]([C:16]3[CH:21]=[CH:20][C:19]([O:22][C:23]([F:24])([F:26])[F:25])=[CH:18][CH:17]=3)[CH2:13][CH:12]([C:27]3[O:28][N:34]=[C:32]([CH3:33])[N:31]=3)[CH2:11]2)=[O:9])[CH2:4][CH2:3]1. (7) Given the reactants [N+:1]([C:4]1[CH:5]=[CH:6][C:7]2[O:11][C:10]([C:12]([NH2:14])=[O:13])=[CH:9][C:8]=2[CH:15]=1)([O-])=O, predict the reaction product. The product is: [NH2:1][C:4]1[CH:5]=[CH:6][C:7]2[O:11][C:10]([C:12]([NH2:14])=[O:13])=[CH:9][C:8]=2[CH:15]=1. (8) Given the reactants [CH:1]1([N:7]2[C:11]([C:12]3[CH:17]=[CH:16][C:15]([F:18])=[CH:14][CH:13]=3)=[C:10]([C:19]([NH2:21])=O)[CH:9]=[N:8]2)[CH2:6][CH2:5][CH2:4][CH2:3][CH2:2]1.COC1C=CC(P2(SP(C3C=CC(OC)=CC=3)(=S)S2)=[S:31])=CC=1, predict the reaction product. The product is: [CH:1]1([N:7]2[C:11]([C:12]3[CH:17]=[CH:16][C:15]([F:18])=[CH:14][CH:13]=3)=[C:10]([C:19](=[S:31])[NH2:21])[CH:9]=[N:8]2)[CH2:6][CH2:5][CH2:4][CH2:3][CH2:2]1.